Dataset: Forward reaction prediction with 1.9M reactions from USPTO patents (1976-2016). Task: Predict the product of the given reaction. (1) Given the reactants [Cl:1][C:2]1[CH:7]=[CH:6][CH:5]=[C:4]([F:8])[C:3]=1[C:9]1[N:10]=[C:11]2[CH:16]=[CH:15][CH:14]=[C:13]([CH3:17])[N:12]2[C:18]=1[NH:19][C:20]1[CH:29]=[CH:28][C:23]2[O:24][CH2:25][CH2:26][O:27][C:22]=2[CH:21]=1.[H-].[Na+].N[C@H:33](C(O)=O)CCSC, predict the reaction product. The product is: [Cl:1][C:2]1[CH:7]=[CH:6][CH:5]=[C:4]([F:8])[C:3]=1[C:9]1[N:10]=[C:11]2[CH:16]=[CH:15][CH:14]=[C:13]([CH3:17])[N:12]2[C:18]=1[N:19]([C:20]1[CH:29]=[CH:28][C:23]2[O:24][CH2:25][CH2:26][O:27][C:22]=2[CH:21]=1)[CH3:33]. (2) Given the reactants [CH3:1][O:2][C:3]1[CH:4]=[C:5]2[C:10](=[CH:11][C:12]=1[O:13][CH3:14])[N:9]=[CH:8][N:7]=[C:6]2[NH:15][C:16]1[C:17]([CH:19]=[C:20]([CH3:24])[C:21](=[O:23])[CH:22]=1)=[O:18].O.C(=O)(O)[O-:27].[Na+].OO, predict the reaction product. The product is: [CH3:1][O:2][C:3]1[CH:4]=[C:5]2[C:10](=[CH:11][C:12]=1[O:13][CH3:14])[N:9]=[CH:8][N:7]=[C:6]2[NH:15][C:16]1[C:17](=[O:18])[CH:19]2[C:20]([CH3:24])([O:27]2)[C:21](=[O:23])[CH:22]=1. (3) Given the reactants [K+].[Br-].CC1SC=C(/C=C/[C@H]2OC(=O)C[C@H](O)C(C)(C)C(=O)[C@H](C)[C@@H](O)[C@@H](C)CCC[C@H]3O[C@H]3C2)N=1.[CH3:36][C:37]1[S:41][CH:40]=[C:39](/[CH:42]=[C:43](/[C@H:46]2[O:64][C:62](=[O:63])[CH2:61][C@H:60]([OH:65])[C:59](C)([CH3:66])[C:57](=[O:58])[C@H:56]([CH3:68])[C@@H:55]([OH:69])[C@@H:54]([CH3:70])[CH2:53][CH2:52][CH2:51][C@H:49]3O[C@H:48]3[CH2:47]2)\[CH2:44]O)[N:38]=1.CC1SC=C(/C=C(/[C@H]2OC(=O)C[C@H](O)[C@@H](C)C(=O)[C@H](C)[C@@H](O)[C@@H](C)CCCC(C)=CC2)\C)N=1, predict the reaction product. The product is: [CH3:36][C:37]1[S:41][CH:40]=[C:39](/[CH:42]=[C:43](/[C@H:46]2[O:64][C:62](=[O:63])[CH2:61][C@H:60]([OH:65])[C@H:59]([CH3:66])[C:57](=[O:58])[C@H:56]([CH3:68])[C@@H:55]([OH:69])[C@@H:54]([CH3:70])[CH2:53][CH2:52][CH2:51][CH:49]=[CH:48][CH2:47]2)\[CH3:44])[N:38]=1. (4) Given the reactants Cl.[I:2][C:3]1[C:11]2[C:6](=[N:7][CH:8]=[N:9][C:10]=2[NH2:12])[N:5]([CH:13]2[CH2:17][CH2:16][NH:15][CH2:14]2)[N:4]=1.[CH3:18][N:19]([CH3:24])[CH2:20][C:21](O)=[O:22].ON1C2N=CC=CC=2N=N1.Cl.CN(C)CCCN=C=NCC.C(N(C(C)C)CC)(C)C, predict the reaction product. The product is: [NH2:12][C:10]1[N:9]=[CH:8][N:7]=[C:6]2[N:5]([CH:13]3[CH2:17][CH2:16][N:15]([C:21](=[O:22])[CH2:20][N:19]([CH3:24])[CH3:18])[CH2:14]3)[N:4]=[C:3]([I:2])[C:11]=12. (5) Given the reactants [C:1]1([C:10]2[CH:15]=[CH:14][CH:13]=[CH:12][CH:11]=2)[CH:6]=[CH:5][C:4]([C:7](Cl)=[O:8])=[CH:3][CH:2]=1.Cl.[CH3:17][NH:18][O:19][CH3:20].C(N(CC)CC)C, predict the reaction product. The product is: [CH3:20][O:19][N:18]([CH3:17])[C:7]([C:4]1[CH:5]=[CH:6][C:1]([C:10]2[CH:15]=[CH:14][CH:13]=[CH:12][CH:11]=2)=[CH:2][CH:3]=1)=[O:8]. (6) Given the reactants C(O)(C(F)(F)F)=O.[F:8][C:9]1[N:10]=[CH:11][C:12]2[C:17]([CH:18]=1)=[CH:16][C:15]([C:19]1[S:23][C:22]([CH2:24][CH2:25][C@@H:26]([NH:38]C(=O)OC(C)(C)C)[CH2:27][C:28]3[CH:29]=[N:30][C:31]([C:34]([F:37])([F:36])[F:35])=[CH:32][CH:33]=3)=[N:21][N:20]=1)=[CH:14][CH:13]=2, predict the reaction product. The product is: [NH3:10].[F:8][C:9]1[N:10]=[CH:11][C:12]2[C:17]([CH:18]=1)=[CH:16][C:15]([C:19]1[S:23][C:22]([CH2:24][CH2:25][C@@H:26]([NH2:38])[CH2:27][C:28]3[CH:29]=[N:30][C:31]([C:34]([F:35])([F:37])[F:36])=[CH:32][CH:33]=3)=[N:21][N:20]=1)=[CH:14][CH:13]=2. (7) Given the reactants [N:1]1[CH:6]=[CH:5][CH:4]=[CH:3][C:2]=1C(O)=O.CC[N:12]([CH2:15]C)CC.C1(P(N=[N+]=[N-])(C2C=CC=CC=2)=[O:24])C=CC=CC=1.[CH3:34][O:35][C:36]1[CH:37]=[C:38]([C@@:44]23[CH2:52][CH2:51][C@@H:50]([NH2:53])[CH2:49][C@@H:48]2[N:47]([CH3:54])[CH2:46][CH2:45]3)[CH:39]=[CH:40][C:41]=1[O:42][CH3:43], predict the reaction product. The product is: [CH3:34][O:35][C:36]1[CH:37]=[C:38]([C@@:44]23[CH2:52][CH2:51][C@@H:50]([NH:53][C:15]([NH:12][C:2]4[CH:3]=[CH:4][CH:5]=[CH:6][N:1]=4)=[O:24])[CH2:49][C@@H:48]2[N:47]([CH3:54])[CH2:46][CH2:45]3)[CH:39]=[CH:40][C:41]=1[O:42][CH3:43]. (8) Given the reactants [NH2:1][C:2]([CH3:17])([CH2:5][N:6]1[N:10]=[C:9]2[CH:11]=[C:12]([Cl:16])[CH:13]=[C:14]([Cl:15])[C:8]2=[N:7]1)[C:3]#[N:4].[F:18][C:19]([F:30])([F:29])[C:20]1[CH:28]=[CH:27][C:23]([C:24](Cl)=[S:25])=[CH:22][CH:21]=1, predict the reaction product. The product is: [C:3]([C:2]([NH:1][C:24](=[S:25])[C:23]1[CH:22]=[CH:21][C:20]([C:19]([F:18])([F:29])[F:30])=[CH:28][CH:27]=1)([CH3:17])[CH2:5][N:6]1[N:10]=[C:9]2[CH:11]=[C:12]([Cl:16])[CH:13]=[C:14]([Cl:15])[C:8]2=[N:7]1)#[N:4].